Dataset: Catalyst prediction with 721,799 reactions and 888 catalyst types from USPTO. Task: Predict which catalyst facilitates the given reaction. (1) Reactant: [C:1]([O:5][C:6](=[O:17])[NH:7][CH2:8][CH2:9][C:10]1[CH:15]=[CH:14][C:13]([OH:16])=[CH:12][CH:11]=1)([CH3:4])([CH3:3])[CH3:2].[H-].[Na+].Cl[C:21]1[N:29]=[CH:28][CH:27]=[CH:26][C:22]=1[C:23]([NH2:25])=[O:24].[OH-].[Na+]. Product: [C:1]([O:5][C:6](=[O:17])[NH:7][CH2:8][CH2:9][C:10]1[CH:15]=[CH:14][C:13]([O:16][C:21]2[C:22]([C:23](=[O:24])[NH2:25])=[CH:26][CH:27]=[CH:28][N:29]=2)=[CH:12][CH:11]=1)([CH3:4])([CH3:2])[CH3:3]. The catalyst class is: 39. (2) Reactant: C([C:4]1[C:13]([N+:14]([O-:16])=[O:15])=[C:12]([O:17][CH3:18])[CH:11]=[CH:10][C:5]=1[C:6]([O:8][CH3:9])=[O:7])(O)=O.S(Cl)(Cl)=O.C[N:24](C)C=O. Product: [NH2:24][C:4]1[C:13]([N+:14]([O-:16])=[O:15])=[C:12]([O:17][CH3:18])[CH:11]=[CH:10][C:5]=1[C:6]([O:8][CH3:9])=[O:7]. The catalyst class is: 11. (3) Reactant: [CH2:1]([NH:8][C:9]1([CH2:23][C:24]2[CH:29]=[CH:28][CH:27]=[CH:26][C:25]=2[F:30])[CH2:14][CH2:13][CH2:12][CH:11]([NH:15]C(=O)OC(C)(C)C)[CH2:10]1)[C:2]1[CH:7]=[CH:6][CH:5]=[CH:4][CH:3]=1.[ClH:31]. The catalyst class is: 12. Product: [ClH:31].[CH2:1]([NH:8][C:9]1([CH2:23][C:24]2[CH:29]=[CH:28][CH:27]=[CH:26][C:25]=2[F:30])[CH2:14][CH2:13][CH2:12][CH:11]([NH2:15])[CH2:10]1)[C:2]1[CH:3]=[CH:4][CH:5]=[CH:6][CH:7]=1. (4) Product: [Br:18][C:5]1[CH:6]=[C:7]([S:9]([CH3:12])(=[O:11])=[O:10])[CH:8]=[C:2]([F:1])[C:3]=1[NH2:4]. Reactant: [F:1][C:2]1[CH:8]=[C:7]([S:9]([CH3:12])(=[O:11])=[O:10])[CH:6]=[CH:5][C:3]=1[NH2:4].CC([O-])=O.[K+].[Br:18]Br. The catalyst class is: 52. (5) Reactant: [F:1][C:2]1[C:7]([C:8]2[CH:13]=[CH:12][CH:11]=[CH:10][CH:9]=2)=[CH:6][C:5]([C:14]([OH:16])=O)=[C:4]([O:17][CH3:18])[CH:3]=1.C(Cl)(=O)C(Cl)=O.C(N(C(C)C)CC)(C)C.Cl.[N+:35]([C:38]1[CH:39]=[C:40]([CH:43]=[CH:44][CH:45]=1)[CH2:41][NH2:42])([O-:37])=[O:36]. Product: [N+:35]([C:38]1[CH:39]=[C:40]([CH:43]=[CH:44][CH:45]=1)[CH2:41][NH:42][C:14]([C:5]1[CH:6]=[C:7]([C:8]2[CH:9]=[CH:10][CH:11]=[CH:12][CH:13]=2)[C:2]([F:1])=[CH:3][C:4]=1[O:17][CH3:18])=[O:16])([O-:37])=[O:36]. The catalyst class is: 139. (6) Reactant: [F:1][C:2]1[CH:7]=[CH:6][C:5]([C:8]2[N:12]3[N:13]=[C:14]([O:17][CH3:18])[CH:15]=[CH:16][C:11]3=[N:10][C:9]=2[C:19]2[CH:20]=[CH:21][C:22]([CH3:26])=[C:23]([CH:25]=2)[NH2:24])=[CH:4][CH:3]=1.N1C=CC=CC=1.[CH3:33][C:34]([CH3:39])([CH3:38])[C:35](Cl)=[O:36]. Product: [F:1][C:2]1[CH:7]=[CH:6][C:5]([C:8]2[N:12]3[N:13]=[C:14]([O:17][CH3:18])[CH:15]=[CH:16][C:11]3=[N:10][C:9]=2[C:19]2[CH:20]=[CH:21][C:22]([CH3:26])=[C:23]([NH:24][C:35](=[O:36])[C:34]([CH3:39])([CH3:38])[CH3:33])[CH:25]=2)=[CH:4][CH:3]=1. The catalyst class is: 10.